This data is from Catalyst prediction with 721,799 reactions and 888 catalyst types from USPTO. The task is: Predict which catalyst facilitates the given reaction. (1) Reactant: Cl[C:2]1[C:7]([F:8])=[C:6]([Cl:9])[N:5]=[CH:4][N:3]=1.C(=O)([O-])[O-].[K+].[K+].Cl.[CH3:17][C@H:18]1[CH2:24][CH2:23][CH2:22][C@@H:21]([CH3:25])[CH2:20][NH:19]1.[Cl-].[NH4+]. Product: [Cl:9][C:6]1[N:5]=[CH:4][N:3]=[C:2]([N:19]2[CH2:20][C@H:21]([CH3:25])[CH2:22][CH2:23][CH2:24][C@@H:18]2[CH3:17])[C:7]=1[F:8]. The catalyst class is: 10. (2) The catalyst class is: 18. Reactant: [Br:1][C:2]1[CH:3]=[N:4][C:5](Cl)=[C:6]([CH:10]=1)[C:7]([OH:9])=[O:8].[F:12][C:13]([F:23])([F:22])[O:14][C:15]1[CH:20]=[CH:19][C:18]([OH:21])=[CH:17][CH:16]=1.C([O-])([O-])=O.[K+].[K+].C(O)(=O)C. Product: [Br:1][C:2]1[CH:3]=[N:4][C:5]([O:21][C:18]2[CH:19]=[CH:20][C:15]([O:14][C:13]([F:12])([F:22])[F:23])=[CH:16][CH:17]=2)=[C:6]([CH:10]=1)[C:7]([OH:9])=[O:8]. (3) Reactant: [Cl:1][C:2]1[CH:7]=[CH:6][C:5]([N:8]2[CH:12]=[C:11]([C:13]#[N:14])[N:10]=[N:9]2)=[C:4]([C:15]2[CH:20]=[C:19]([OH:21])[N:18]=[CH:17][N:16]=2)[CH:3]=1.CN(C(ON1N=NC2C=CC=NC1=2)=[N+](C)C)C.F[P-](F)(F)(F)(F)F.C1CCN2C(=NCCC2)CC1.N[C@@H:58]1[C:74]2[CH:75]=[C:70]([CH:71]=[CH:72][CH:73]=2)[C:69]2[N:68]([CH:76]([F:78])[F:77])[N:67]=[CH:66][C:65]=2[NH:64][C:63](=[O:79])[C@H:62]([CH3:80])[CH2:61][CH2:60][CH2:59]1. Product: [Cl:1][C:2]1[CH:7]=[CH:6][C:5]([N:8]2[CH:12]=[C:11]([C:13]#[N:14])[N:10]=[N:9]2)=[C:4]([C:15]2[N:16]=[CH:17][N:18]([C@@H:58]3[C:74]4[CH:75]=[C:70]([CH:71]=[CH:72][CH:73]=4)[C:69]4[N:68]([CH:76]([F:78])[F:77])[N:67]=[CH:66][C:65]=4[NH:64][C:63](=[O:79])[C@H:62]([CH3:80])[CH2:61][CH2:60][CH2:59]3)[C:19](=[O:21])[CH:20]=2)[CH:3]=1. The catalyst class is: 705. (4) Reactant: Cl.[F:2][CH:3]([F:24])[O:4][C:5]1[CH:6]=[C:7]([C:13]2[CH:14]=[CH:15][C:16]3[O:22][CH2:21][CH2:20][NH:19][CH2:18][C:17]=3[CH:23]=2)[CH:8]=[CH:9][C:10]=1[O:11][CH3:12].Cl[C:26]1[C:35]2[CH2:34][C:33]([CH3:37])([CH3:36])[CH2:32][CH2:31][C:30]=2[N:29]=[C:28]([CH2:38][N:39]([CH3:41])[CH3:40])[N:27]=1.C(N(C(C)C)CC)(C)C.O. Product: [F:24][CH:3]([F:2])[O:4][C:5]1[CH:6]=[C:7]([C:13]2[CH:14]=[CH:15][C:16]3[O:22][CH2:21][CH2:20][N:19]([C:26]4[C:35]5[CH2:34][C:33]([CH3:36])([CH3:37])[CH2:32][CH2:31][C:30]=5[N:29]=[C:28]([CH2:38][N:39]([CH3:41])[CH3:40])[N:27]=4)[CH2:18][C:17]=3[CH:23]=2)[CH:8]=[CH:9][C:10]=1[O:11][CH3:12]. The catalyst class is: 37. (5) Reactant: Br[C:2]1[CH:3]=[CH:4][C:5]2[NH:11][C:10]3[N:12]=[C:13]([C:16]([F:19])([F:18])[F:17])[CH:14]=[CH:15][C:9]=3[CH2:8][N:7]([S:20]([C:23]3[CH:28]=[CH:27][C:26]([C:29]([CH3:32])([CH3:31])[CH3:30])=[CH:25][CH:24]=3)(=[O:22])=[O:21])[C:6]=2[C:33]=1[CH3:34].[CH3:35][S:36]([O-:38])=[O:37].[Na+].CNCCNC.CS(C)=O. Product: [C:29]([C:26]1[CH:25]=[CH:24][C:23]([S:20]([N:7]2[C:6]3[C:33]([CH3:34])=[C:2]([S:36]([CH3:35])(=[O:38])=[O:37])[CH:3]=[CH:4][C:5]=3[NH:11][C:10]3[N:12]=[C:13]([C:16]([F:17])([F:18])[F:19])[CH:14]=[CH:15][C:9]=3[CH2:8]2)(=[O:21])=[O:22])=[CH:28][CH:27]=1)([CH3:32])([CH3:30])[CH3:31]. The catalyst class is: 25. (6) Reactant: [Cl:1][C:2]1[C:7]([O:8][CH3:9])=[CH:6][C:5]([Cl:10])=[CH:4][C:3]=1[SH:11].CN(C=O)C.C([O-])([O-])=O.[K+].[K+].Cl[CH2:24][C:25](=[O:31])[CH2:26][C:27]([O:29][CH3:30])=[O:28]. Product: [Cl:1][C:2]1[C:7]([O:8][CH3:9])=[CH:6][C:5]([Cl:10])=[CH:4][C:3]=1[S:11][CH2:24][C:25](=[O:31])[CH2:26][C:27]([O:29][CH3:30])=[O:28]. The catalyst class is: 6. (7) Reactant: I[C:2]1[C:10]2[C:5](=[N:6][CH:7]=[N:8][C:9]=2[NH2:11])[N:4]([CH2:12][C:13]2[C:14]([C:24]3[CH:29]=[CH:28][CH:27]=[CH:26][C:25]=3[C:30]([F:33])([F:32])[F:31])=[N:15][C:16]3[C:21]([CH:22]=2)=[CH:20][CH:19]=[CH:18][C:17]=3[CH3:23])[N:3]=1.[CH3:34][C:35]([OH:39])([C:37]#[CH:38])[CH3:36].C(N(CC)CC)C. Product: [NH2:11][C:9]1[N:8]=[CH:7][N:6]=[C:5]2[N:4]([CH2:12][C:13]3[C:14]([C:24]4[CH:29]=[CH:28][CH:27]=[CH:26][C:25]=4[C:30]([F:31])([F:32])[F:33])=[N:15][C:16]4[C:21]([CH:22]=3)=[CH:20][CH:19]=[CH:18][C:17]=4[CH3:23])[N:3]=[C:2]([C:38]#[C:37][C:35]([CH3:36])([OH:39])[CH3:34])[C:10]=12. The catalyst class is: 555.